This data is from Forward reaction prediction with 1.9M reactions from USPTO patents (1976-2016). The task is: Predict the product of the given reaction. (1) Given the reactants Cl.[NH2:2][CH2:3][C:4]1[CH:5]=[CH:6][C:7]([CH:14]([F:16])[F:15])=[C:8]([CH:13]=1)[C:9]([O:11]C)=[O:10].C(N(CC)CC)C.[C:24](Cl)(=[O:28])[CH:25]([CH3:27])[CH3:26].[OH-].[Na+], predict the reaction product. The product is: [F:15][CH:14]([F:16])[C:7]1[CH:6]=[CH:5][C:4]([CH2:3][NH:2][C:24](=[O:28])[CH:25]([CH3:27])[CH3:26])=[CH:13][C:8]=1[C:9]([OH:11])=[O:10]. (2) Given the reactants Cl.Cl.[NH:3]1[CH2:7][CH2:6][CH:5]([NH:8][C:9]([C:11]2[CH:35]=[CH:34][C:14]3[N:15]([CH3:33])[C:16]([NH:18][C:19]4[S:20][C:21]5[CH:27]=[C:26]([O:28][C:29]([F:32])([F:31])[F:30])[CH:25]=[CH:24][C:22]=5[N:23]=4)=[N:17][C:13]=3[CH:12]=2)=[O:10])[CH2:4]1.[CH3:36][C@@H:37]1[CH2:39][O:38]1.CCN(C(C)C)C(C)C, predict the reaction product. The product is: [OH:38][C@H:37]([CH3:39])[CH2:36][N:3]1[CH2:7][CH2:6][CH:5]([NH:8][C:9]([C:11]2[CH:35]=[CH:34][C:14]3[N:15]([CH3:33])[C:16]([NH:18][C:19]4[S:20][C:21]5[CH:27]=[C:26]([O:28][C:29]([F:30])([F:31])[F:32])[CH:25]=[CH:24][C:22]=5[N:23]=4)=[N:17][C:13]=3[CH:12]=2)=[O:10])[CH2:4]1. (3) Given the reactants FC(F)(F)C(O)=O.S([N:18]1[C:26]2[CH:25]=[C:24]([N:27]3[CH:32]=[CH:31][C:30]([C:33]4[CH:38]=[CH:37][C:36]([C:39]([F:42])([F:41])[F:40])=[CH:35][N:34]=4)=[CH:29][C:28]3=[O:43])[CH:23]=[CH:22][C:21]=2[C:20]2[CH2:44][NH:45][CH2:46][CH2:47][C:19]1=2)(C1C=CC(C)=CC=1)(=O)=O.C1(N)C(F)=C(F)C(F)=C(N)C=1F.[ClH:60].Cl, predict the reaction product. The product is: [ClH:60].[ClH:60].[CH2:44]1[C:20]2[C:21]3[CH:22]=[CH:23][C:24]([N:27]4[CH:32]=[CH:31][C:30]([C:33]5[CH:38]=[CH:37][C:36]([C:39]([F:41])([F:40])[F:42])=[CH:35][N:34]=5)=[CH:29][C:28]4=[O:43])=[CH:25][C:26]=3[NH:18][C:19]=2[CH2:47][CH2:46][NH:45]1.